Dataset: Full USPTO retrosynthesis dataset with 1.9M reactions from patents (1976-2016). Task: Predict the reactants needed to synthesize the given product. (1) Given the product [O:1]1[CH2:6][CH2:5][CH2:4][O:3][CH:2]1[CH2:7][CH2:8]/[C:9](=[C:12]1\[CH2:13][O:14][C:15]2[C:20]([C:21]\1=[O:22])=[CH:19][C:18]([F:23])=[CH:17][CH:16]=2)/[C:24]1[CH:29]=[CH:28][CH:27]=[CH:26][CH:25]=1, predict the reactants needed to synthesize it. The reactants are: [O:1]1[CH2:6][CH2:5][CH2:4][O:3][CH:2]1[CH2:7][CH2:8]/[C:9](=[C:12]1\[CH2:13][O:14][C:15]2[C:20]([C:21]\1=[O:22])=[CH:19][C:18]([F:23])=[CH:17][CH:16]=2)/SC.[C:24]1([Mg]Br)[CH:29]=[CH:28][CH:27]=[CH:26][CH:25]=1. (2) Given the product [CH:41]1([NH:37][C:25]([C:23]2[NH:24][C:20]3[N:19]=[CH:18][C:16]4[CH2:17][N:12]([C:3]5[CH:4]=[C:5]([O:10][CH3:11])[CH:6]=[C:7]([O:8][CH3:9])[C:2]=5[F:1])[C:13](=[O:29])[N:14]([CH3:28])[C:15]=4[C:21]=3[CH:22]=2)=[O:26])[CH2:42][CH2:43]1, predict the reactants needed to synthesize it. The reactants are: [F:1][C:2]1[C:7]([O:8][CH3:9])=[CH:6][C:5]([O:10][CH3:11])=[CH:4][C:3]=1[N:12]1[CH2:17][C:16]2[CH:18]=[N:19][C:20]3[NH:24][C:23]([C:25](O)=[O:26])=[CH:22][C:21]=3[C:15]=2[N:14]([CH3:28])[C:13]1=[O:29].F[P-](F)(F)(F)(F)F.[N:37]1(O[P+](N(C)C)(N(C)C)N(C)C)[C:41]2[CH:42]=[CH:43][CH:43]=[CH:42][C:41]=2[N:37]=N1.C(N(CC)CC)C.C1(N)CC1. (3) The reactants are: [Br:1]N1C(=O)CCC1=O.C1(P(C2C=CC=CC=2)C2C=CC=CC=2)C=CC=CC=1.[Cl:28][C:29]1[CH:34]=[CH:33][C:32]([CH2:35][O:36][CH2:37][CH2:38]O)=[CH:31][CH:30]=1. Given the product [Br:1][CH2:38][CH2:37][O:36][CH2:35][C:32]1[CH:33]=[CH:34][C:29]([Cl:28])=[CH:30][CH:31]=1, predict the reactants needed to synthesize it. (4) Given the product [CH:7]1([NH:13][C:14]2[CH:23]=[C:22]3[C:17]([C:18](=[O:33])[C:19]([O:29][CH2:30][C:31]4[NH:50][N:49]=[N:48][N:32]=4)=[CH:20][N:21]3[CH:24]3[CH2:28][CH2:27][CH2:26][CH2:25]3)=[CH:16][C:15]=2[F:34])[CH2:8][CH2:9][CH2:10][CH2:11][CH2:12]1, predict the reactants needed to synthesize it. The reactants are: O1CCOCC1.[CH:7]1([NH:13][C:14]2[CH:23]=[C:22]3[C:17]([C:18](=[O:33])[C:19]([O:29][CH2:30][C:31]#[N:32])=[CH:20][N:21]3[CH:24]3[CH2:28][CH2:27][CH2:26][CH2:25]3)=[CH:16][C:15]=2[F:34])[CH2:12][CH2:11][CH2:10][CH2:9][CH2:8]1.C([Sn]([N:48]=[N+:49]=[N-:50])(CCCC)CCCC)CCC.[OH-].[Na+]. (5) Given the product [F:21][C:22]1[CH:27]=[CH:26][C:25]([S:28][C:2]2[CH:3]=[N:4][C:5]([N:8]3[CH2:13][CH2:12][N:11]([C:14]([O:16][C:17]([CH3:20])([CH3:19])[CH3:18])=[O:15])[CH2:10][CH2:9]3)=[N:6][CH:7]=2)=[CH:24][CH:23]=1, predict the reactants needed to synthesize it. The reactants are: Br[C:2]1[CH:3]=[N:4][C:5]([N:8]2[CH2:13][CH2:12][N:11]([C:14]([O:16][C:17]([CH3:20])([CH3:19])[CH3:18])=[O:15])[CH2:10][CH2:9]2)=[N:6][CH:7]=1.[F:21][C:22]1[CH:27]=[CH:26][C:25]([SH:28])=[CH:24][CH:23]=1.CC1(C)C2C(=C(P(C3C=CC=CC=3)C3C=CC=CC=3)C=CC=2)OC2C(P(C3C=CC=CC=3)C3C=CC=CC=3)=CC=CC1=2.CCN(C(C)C)C(C)C.